This data is from Full USPTO retrosynthesis dataset with 1.9M reactions from patents (1976-2016). The task is: Predict the reactants needed to synthesize the given product. (1) Given the product [CH2:16]([C:13]1[N:11]2[CH:12]=[C:7]([C:1]3[CH:6]=[CH:5][CH:4]=[CH:3][CH:2]=3)[C:8]([C:18]3[CH:25]=[CH:24][C:21]([CH:22]=[O:23])=[CH:20][CH:19]=3)=[N:9][C:10]2=[N:15][CH:14]=1)[CH3:17], predict the reactants needed to synthesize it. The reactants are: [C:1]1([C:7]2[C:8]([C:18]3[CH:25]=[CH:24][C:21]([CH:22]=[O:23])=[CH:20][CH:19]=3)=[N:9][C:10]3[N:11]([C:13]([CH:16]=[CH2:17])=[CH:14][N:15]=3)[CH:12]=2)[CH:6]=[CH:5][CH:4]=[CH:3][CH:2]=1. (2) Given the product [CH3:1][C:2]1[CH:7]=[CH:6][CH:5]=[CH:4][C:3]=1[C:8]1[CH:13]=[CH:12][CH:11]=[C:10]([S:14]([NH:17][C:18]2[CH:22]=[CH:21][S:20][C:19]=2[C:23]([OH:25])=[O:24])(=[O:15])=[O:16])[CH:9]=1, predict the reactants needed to synthesize it. The reactants are: [CH3:1][C:2]1[CH:7]=[CH:6][CH:5]=[CH:4][C:3]=1[C:8]1[CH:13]=[CH:12][CH:11]=[C:10]([S:14]([NH:17][C:18]2[CH:22]=[CH:21][S:20][C:19]=2[C:23]([O:25]C)=[O:24])(=[O:16])=[O:15])[CH:9]=1.[OH-].[Na+].CO.